From a dataset of Catalyst prediction with 721,799 reactions and 888 catalyst types from USPTO. Predict which catalyst facilitates the given reaction. (1) Reactant: [O:1]=[C:2]1[CH:11]=[CH:10][C:9]2[C:4](=[CH:5][C:6]([C:12]#[N:13])=[CH:7][CH:8]=2)[NH:3]1.CS(O[CH2:19][CH2:20][N:21]1[CH2:26][CH2:25][C@@H:24]([NH:27][C:28]([O:30][C:31]([CH3:34])([CH3:33])[CH3:32])=[O:29])[C@@H:23]([O:35][CH3:36])[CH2:22]1)(=O)=O.[H-].[Na+].CO[C@@H]1[C@H](NC(=O)OC(C)(C)C)CCN(CCN2C3C(=CC=C(OC)C=3)N=CC2=O)C1. Product: [C:12]([C:6]1[CH:5]=[C:4]2[C:9]([CH:10]=[CH:11][C:2](=[O:1])[N:3]2[CH2:19][CH2:20][N:21]2[CH2:26][CH2:25][C@@H:24]([NH:27][C:28](=[O:29])[O:30][C:31]([CH3:32])([CH3:34])[CH3:33])[C@@H:23]([O:35][CH3:36])[CH2:22]2)=[CH:8][CH:7]=1)#[N:13]. The catalyst class is: 21. (2) Reactant: [F:1][C:2]([F:19])([C:6]1[CH:11]=[CH:10][C:9]([F:12])=[CH:8][C:7]=1[O:13][CH2:14][C:15]([F:18])([F:17])[F:16])[C:3]([OH:5])=O.P(Cl)(Cl)(Cl)=O.Cl.[NH2:26][CH2:27][C:28]1[CH:29]=[C:30]2[C:34](=[CH:35][CH:36]=1)[C:33](=[O:37])[N:32]([CH:38]1[CH2:43][CH2:42][C:41](=[O:44])[NH:40][C:39]1=[O:45])[CH2:31]2.C(=O)(O)[O-].[Na+]. Product: [O:45]=[C:39]1[CH:38]([N:32]2[CH2:31][C:30]3[C:34](=[CH:35][CH:36]=[C:28]([CH2:27][NH:26][C:3](=[O:5])[C:2]([F:1])([F:19])[C:6]4[CH:11]=[CH:10][C:9]([F:12])=[CH:8][C:7]=4[O:13][CH2:14][C:15]([F:18])([F:17])[F:16])[CH:29]=3)[C:33]2=[O:37])[CH2:43][CH2:42][C:41](=[O:44])[NH:40]1. The catalyst class is: 17. (3) Reactant: [CH2:1]([O:8][C:9]1[CH:14]=[C:13]([O:15][CH2:16][C:17]2[CH:22]=[CH:21][CH:20]=[CH:19][CH:18]=2)[CH:12]=[C:11]([O:23][C:24]2[CH:29]=[CH:28][C:27]([N+:30]([O-:32])=[O:31])=[CH:26][CH:25]=2)[C:10]=1[C:33]1[CH2:37][C:36](O)([C:38]([O:40][CH2:41][CH3:42])=[O:39])[O:35][N:34]=1)[C:2]1[CH:7]=[CH:6][CH:5]=[CH:4][CH:3]=1. Product: [CH2:1]([O:8][C:9]1[CH:14]=[C:13]([O:15][CH2:16][C:17]2[CH:18]=[CH:19][CH:20]=[CH:21][CH:22]=2)[CH:12]=[C:11]([O:23][C:24]2[CH:29]=[CH:28][C:27]([N+:30]([O-:32])=[O:31])=[CH:26][CH:25]=2)[C:10]=1[C:33]1[CH:37]=[C:36]([C:38]([O:40][CH2:41][CH3:42])=[O:39])[O:35][N:34]=1)[C:2]1[CH:3]=[CH:4][CH:5]=[CH:6][CH:7]=1. The catalyst class is: 11.